This data is from Full USPTO retrosynthesis dataset with 1.9M reactions from patents (1976-2016). The task is: Predict the reactants needed to synthesize the given product. (1) Given the product [CH3:35][O:34][C:31]1[CH:30]=[C:24]2[C:23]([CH2:22][N:11]([C:7]3[CH:6]=[C:5]4[C:10](=[CH:9][CH:8]=3)[N:2]([CH3:1])[CH:3]=[CH:4]4)[C:25]2=[O:26])=[CH:33][CH:32]=1, predict the reactants needed to synthesize it. The reactants are: [CH3:1][N:2]1[C:10]2[C:5](=[CH:6][C:7]([NH2:11])=[CH:8][CH:9]=2)[CH:4]=[CH:3]1.C(N(CC)C(C)C)(C)C.Br[CH2:22][C:23]1[CH:33]=[CH:32][C:31]([O:34][CH3:35])=[CH:30][C:24]=1[C:25](OCC)=[O:26].O[Li].O. (2) Given the product [CH:2]([C:3]1[C:7]2[CH:8]=[CH:9][CH:10]=[CH:11][C:6]=2[S:5][CH:4]=1)([CH3:13])[CH3:1], predict the reactants needed to synthesize it. The reactants are: [CH3:1][CH:2]([CH3:13])[C:3](=O)[CH2:4][S:5][C:6]1[CH:11]=[CH:10][CH:9]=[CH:8][CH:7]=1. (3) Given the product [Cl:11][C:4]1[C:3]([CH3:12])=[C:2]([CH:7]=[CH:6][C:5]=1[S:8][C:9]1[CH:24]=[CH:23][N:22]=[C:21]([Cl:20])[N:10]=1)[NH2:1], predict the reactants needed to synthesize it. The reactants are: [NH2:1][C:2]1[CH:7]=[CH:6][C:5]([S:8][C:9]#[N:10])=[C:4]([Cl:11])[C:3]=1[CH3:12].O.[SH-].[Na+].[BH4-].[Na+].[OH-].[Na+].[Cl:20][C:21]1N=C(Cl)[CH:24]=[CH:23][N:22]=1. (4) Given the product [CH3:1][O:2][C:3]1[C:4]([Br:24])=[CH:5][C:6]2[CH2:12][CH2:11][N:10]([CH3:13])[CH2:9][CH:8]([C:14]3[CH:19]=[CH:18][C:17]([N+:20]([O-:22])=[O:21])=[CH:16][CH:15]=3)[C:7]=2[CH:23]=1, predict the reactants needed to synthesize it. The reactants are: [CH3:1][O:2][C:3]1[CH:4]=[CH:5][C:6]2[CH2:12][CH2:11][N:10]([CH3:13])[CH2:9][CH:8]([C:14]3[CH:19]=[CH:18][C:17]([N+:20]([O-:22])=[O:21])=[CH:16][CH:15]=3)[C:7]=2[CH:23]=1.[Br:24]Br. (5) Given the product [CH3:11][O:12][C:13]1[CH:14]=[C:15]([C:16]2[NH:1][N:2]=[C:3]([C:5]3[CH:10]=[CH:9][CH:8]=[CH:7][N:6]=3)[N:4]=2)[CH:18]=[CH:19][CH:20]=1, predict the reactants needed to synthesize it. The reactants are: [NH2:1][NH:2][C:3]([C:5]1[CH:10]=[CH:9][CH:8]=[CH:7][N:6]=1)=[NH:4].[CH3:11][O:12][C:13]1[CH:14]=[C:15]([CH:18]=[CH:19][CH:20]=1)[CH:16]=O. (6) The reactants are: Cl[C:2]([C:4]1[CH:13]=[CH:12][C:7]([C:8]([O:10][CH3:11])=[O:9])=[CH:6][CH:5]=1)=[O:3].[F:14][C:15]([F:28])([F:27])[C:16]1[CH:21]=[CH:20][C:19]([C:22]2NN=[N:24][N:23]=2)=[CH:18][CH:17]=1.N1C=CC=CC=1. Given the product [F:14][C:15]([F:27])([F:28])[C:16]1[CH:17]=[CH:18][C:19]([C:22]2[O:3][C:2]([C:4]3[CH:13]=[CH:12][C:7]([C:8]([O:10][CH3:11])=[O:9])=[CH:6][CH:5]=3)=[N:24][N:23]=2)=[CH:20][CH:21]=1, predict the reactants needed to synthesize it. (7) Given the product [Cl:1][C:2]1[CH:3]=[C:4]([N:8]2[C:12]([CH2:13][NH:14][C:15]([NH:35][C:36]3[CH:41]=[N:40][C:39]([N:42]4[CH2:43][CH:44]([OH:46])[CH2:45]4)=[CH:38][CH:37]=3)=[O:23])=[CH:11][C:10]([C:24]([F:25])([F:26])[F:27])=[N:9]2)[CH:5]=[CH:6][CH:7]=1, predict the reactants needed to synthesize it. The reactants are: [Cl:1][C:2]1[CH:3]=[C:4]([N:8]2[C:12]([CH2:13][NH:14][C:15](=[O:23])OC3C=CC=CC=3)=[CH:11][C:10]([C:24]([F:27])([F:26])[F:25])=[N:9]2)[CH:5]=[CH:6][CH:7]=1.C(N(CC)CC)C.[NH2:35][C:36]1[CH:37]=[CH:38][C:39]([N:42]2[CH2:45][CH:44]([OH:46])[CH2:43]2)=[N:40][CH:41]=1. (8) The reactants are: [C:1]([O:5][C:6]([N:8]1[C@H:13]([C:14]2[NH:18][C:17]3[C:19]4[C:24]([CH2:25][CH2:26][C:16]=3[N:15]=2)=[CH:23][C:22]([Br:27])=[CH:21][CH:20]=4)[C@@H:12]2[CH2:28][C@H:9]1[CH2:10][CH2:11]2)=[O:7])([CH3:4])([CH3:3])[CH3:2].C(C1C(=O)C(Cl)=C(Cl)C(=O)C=1C#N)#N. Given the product [C:1]([O:5][C:6]([N:8]1[C@H:13]([C:14]2[NH:18][C:17]3[C:19]4[C:24]([CH:25]=[CH:26][C:16]=3[N:15]=2)=[CH:23][C:22]([Br:27])=[CH:21][CH:20]=4)[C@@H:12]2[CH2:28][C@H:9]1[CH2:10][CH2:11]2)=[O:7])([CH3:4])([CH3:2])[CH3:3], predict the reactants needed to synthesize it. (9) Given the product [C:1]([O:4][CH:5]1[CH2:26][N:25]([CH2:32][CH2:33][CH2:34][CH2:35][CH2:36][CH2:37][C:38]([O:40][CH2:41][CH3:42])=[O:39])[C:8]2=[N:9][C:10]([C:19]3[CH:20]=[CH:21][CH:22]=[CH:23][CH:24]=3)=[C:11]([C:13]3[CH:14]=[CH:15][CH:16]=[CH:17][CH:18]=3)[N:12]=[C:7]2[CH:6]1[O:27][C:28](=[O:30])[CH3:29])(=[O:3])[CH3:2], predict the reactants needed to synthesize it. The reactants are: [C:1]([O:4][CH:5]1[CH2:26][NH:25][C:8]2=[N:9][C:10]([C:19]3[CH:24]=[CH:23][CH:22]=[CH:21][CH:20]=3)=[C:11]([C:13]3[CH:18]=[CH:17][CH:16]=[CH:15][CH:14]=3)[N:12]=[C:7]2[CH:6]1[O:27][C:28](=[O:30])[CH3:29])(=[O:3])[CH3:2].O=[CH:32][CH2:33][CH2:34][CH2:35][CH2:36][CH2:37][C:38]([O:40][CH2:41][CH3:42])=[O:39].C(O[BH-](OC(=O)C)OC(=O)C)(=O)C.[Na+].